From a dataset of Full USPTO retrosynthesis dataset with 1.9M reactions from patents (1976-2016). Predict the reactants needed to synthesize the given product. (1) The reactants are: C([O:5][CH2:6][C:7]([CH2:20][O:21]C(=O)C=C)([CH2:14][O:15]C(=O)C=C)[CH2:8][O:9]C(=O)C=C)(=O)C=C. Given the product [OH:5][CH2:6][C:7]([CH2:20][OH:21])([CH2:14][OH:15])[CH2:8][OH:9], predict the reactants needed to synthesize it. (2) Given the product [CH:1]([C:4]1[C:8]([CH2:9][CH2:10][CH2:11][O:12][C:24]2[C:29]([O:30][CH3:31])=[CH:28][CH:27]=[CH:26][C:25]=2[CH2:32][C:33]([OH:35])=[O:34])=[CH:7][N:6]([C:13]2[CH:18]=[CH:17][C:16]([C:19]([F:21])([F:20])[F:22])=[CH:15][N:14]=2)[N:5]=1)([CH3:3])[CH3:2], predict the reactants needed to synthesize it. The reactants are: [CH:1]([C:4]1[C:8]([CH2:9][CH2:10][CH2:11][OH:12])=[CH:7][N:6]([C:13]2[CH:18]=[CH:17][C:16]([C:19]([F:22])([F:21])[F:20])=[CH:15][N:14]=2)[N:5]=1)([CH3:3])[CH3:2].O[C:24]1[C:29]([O:30][CH3:31])=[CH:28][CH:27]=[CH:26][C:25]=1[CH2:32][C:33]([O:35]C)=[O:34].C(P(CCCC)CCCC)CCC.N(C(N1CCCCC1)=O)=NC(N1CCCCC1)=O. (3) Given the product [CH3:12][O:13][C:14]1[CH:19]=[CH:18][C:17]([S:20]([NH:11][C@H:5]([CH2:9][CH3:10])[C:6]([O:8][C:32]([CH3:31])([CH3:33])[CH3:24])=[O:7])(=[O:22])=[O:21])=[CH:16][CH:15]=1, predict the reactants needed to synthesize it. The reactants are: C([C@:5]([NH2:11])([CH2:9][CH3:10])[C:6]([OH:8])=[O:7])(C)(C)C.[CH3:12][O:13][C:14]1[CH:19]=[CH:18][C:17]([S:20](Cl)(=[O:22])=[O:21])=[CH:16][CH:15]=1.[CH:24](Cl)(Cl)Cl.N1[CH:33]=[CH:32][CH:31]=CC=1.